Dataset: Forward reaction prediction with 1.9M reactions from USPTO patents (1976-2016). Task: Predict the product of the given reaction. (1) Given the reactants [Cl:1][C:2]1[CH:3]=[C:4]([C:14]2([OH:21])[CH2:17][CH:16]([C:18](O)=[O:19])[CH2:15]2)[CH:5]=[CH:6][C:7]=1[CH2:8][N:9]1[CH2:13][CH2:12][CH2:11][CH2:10]1.[CH3:22][NH2:23].C(P1(=O)OP(CCC)(=O)OP(CCC)(=O)O1)CC.[OH-].[Na+], predict the reaction product. The product is: [CH3:22][NH:23][C:18]([CH:16]1[CH2:17][C:14]([C:4]2[CH:5]=[CH:6][C:7]([CH2:8][N:9]3[CH2:13][CH2:12][CH2:11][CH2:10]3)=[C:2]([Cl:1])[CH:3]=2)([OH:21])[CH2:15]1)=[O:19]. (2) The product is: [CH3:17][N:18]1[CH2:23][CH2:22][N:21]([C:14]([C:3]2[CH:2]=[CH:1][C:13]3[N:12]([CH2:3][CH2:2][CH2:1][CH2:13][CH3:5])[C:11]4[C:6]([C:5]=3[CH:4]=2)=[CH:7][CH:8]=[CH:9][CH:10]=4)=[O:16])[CH2:20][CH2:19]1. Given the reactants [CH:1]1[C:13]2[NH:12][C:11]3[C:6](=[CH:7][CH:8]=[CH:9][CH:10]=3)[C:5]=2[CH:4]=[C:3]([C:14]([OH:16])=O)[CH:2]=1.[CH3:17][N:18]1[CH2:23][CH2:22][NH:21][CH2:20][CH2:19]1, predict the reaction product.